This data is from Catalyst prediction with 721,799 reactions and 888 catalyst types from USPTO. The task is: Predict which catalyst facilitates the given reaction. Reactant: [S:1]1[C:9]2[CH2:8][CH2:7][N:6](C(OC(C)(C)C)=O)[CH2:5][C:4]=2[CH:3]=[C:2]1[C:17]([O:19][CH2:20][CH3:21])=[O:18].FC(F)(F)C(O)=O.C([O-])(O)=O.[Na+]. Product: [S:1]1[C:9]2[CH2:8][CH2:7][NH:6][CH2:5][C:4]=2[CH:3]=[C:2]1[C:17]([O:19][CH2:20][CH3:21])=[O:18]. The catalyst class is: 2.